The task is: Binary Classification. Given a miRNA mature sequence and a target amino acid sequence, predict their likelihood of interaction.. This data is from Experimentally validated miRNA-target interactions with 360,000+ pairs, plus equal number of negative samples. The miRNA is hsa-miR-4265 with sequence CUGUGGGCUCAGCUCUGGG. The protein sequence of the target gene is MAESFFSDFGLLWYLKELRKEEFWKFKELLKQPLEKFELKPIPWAELKKASKEDVAKLLDKHYPGKQAWEVTLNLFLQINRKDLWTKAQEEMRNKLNPYRKHMKETFQLIWEKETCLHVPEHFYKETMKNEYKELNDAYTAAARRHTVVLEGPDGIGKTTLLRKVMLDWAEGNLWKDRFTFVFFLNVCEMNGIAETSLLELLSRDWPESSEKIEDIFSQPERILFIMDGFEQLKFNLQLKADLSDDWRQRQPMPIILSSLLQKKMLPESSLLIALGKLAMQKHYFMLRHPKLIKLLGFSE.... Result: 1 (interaction).